Dataset: Catalyst prediction with 721,799 reactions and 888 catalyst types from USPTO. Task: Predict which catalyst facilitates the given reaction. Reactant: [C:1]([N:4]1[CH2:9][CH2:8][CH:7]([NH:10][C:11](=[O:20])[C:12]2[CH:17]=[C:16]([F:18])[CH:15]=[N:14][C:13]=2Cl)[CH2:6][CH2:5]1)(=[O:3])[CH3:2].[CH3:21][S:22][C:23]1[CH:28]=[CH:27][C:26]([OH:29])=[C:25]([F:30])[CH:24]=1.C(=O)([O-])[O-].[Cs+].[Cs+]. Product: [C:1]([N:4]1[CH2:9][CH2:8][CH:7]([NH:10][C:11](=[O:20])[C:12]2[CH:17]=[C:16]([F:18])[CH:15]=[N:14][C:13]=2[O:29][C:26]2[CH:27]=[CH:28][C:23]([S:22][CH3:21])=[CH:24][C:25]=2[F:30])[CH2:6][CH2:5]1)(=[O:3])[CH3:2]. The catalyst class is: 9.